From a dataset of Blood-brain barrier permeability regression values from the B3DB database. Regression/Classification. Given a drug SMILES string, predict its absorption, distribution, metabolism, or excretion properties. Task type varies by dataset: regression for continuous measurements (e.g., permeability, clearance, half-life) or binary classification for categorical outcomes (e.g., BBB penetration, CYP inhibition). For this dataset (b3db_regression), we predict Y. The drug is C1=CC=C2C(=C1)C3C(O3)C4=CC=CC=C4N2C(=O)N. The Y is -0.300 log(BB ratio).